This data is from Catalyst prediction with 721,799 reactions and 888 catalyst types from USPTO. The task is: Predict which catalyst facilitates the given reaction. (1) Reactant: [CH3:1][C@@H:2]1[N:7]([C:8]2[N:9]=[C:10]([C:24]3[CH:29]=[CH:28][C:27]([N+:30]([O-])=O)=[CH:26][CH:25]=3)[C:11]3[CH2:16][N:15]([C:17]([O:19][C:20]([CH3:23])([CH3:22])[CH3:21])=[O:18])[CH2:14][C:12]=3[N:13]=2)[CH2:6][CH2:5][O:4][CH2:3]1. Product: [NH2:30][C:27]1[CH:28]=[CH:29][C:24]([C:10]2[C:11]3[CH2:16][N:15]([C:17]([O:19][C:20]([CH3:21])([CH3:23])[CH3:22])=[O:18])[CH2:14][C:12]=3[N:13]=[C:8]([N:7]3[CH2:6][CH2:5][O:4][CH2:3][C@@H:2]3[CH3:1])[N:9]=2)=[CH:25][CH:26]=1. The catalyst class is: 50. (2) Reactant: [C:1]([O:5][C:6]([N:8]1[CH2:13][CH2:12][N:11]([CH2:14][C:15]2[CH:20]=[CH:19][CH:18]=[CH:17][CH:16]=2)[CH:10]([CH2:21]OS(C)(=O)=O)[CH2:9]1)=[O:7])([CH3:4])([CH3:3])[CH3:2].C(=O)([O-])[O-].[K+].[K+].[NH2:33][CH2:34][C:35]([CH3:40])([CH3:39])[C:36]([NH2:38])=[O:37]. Product: [C:1]([O:5][C:6]([N:8]1[CH2:13][CH2:12][N:11]([CH2:14][C:15]2[CH:20]=[CH:19][CH:18]=[CH:17][CH:16]=2)[CH:10]([CH2:21][NH:33][CH2:34][C:35]([CH3:40])([CH3:39])[C:36]([NH2:38])=[O:37])[CH2:9]1)=[O:7])([CH3:4])([CH3:2])[CH3:3]. The catalyst class is: 10. (3) Reactant: [NH2:1][C:2]1[CH:3]=[CH:4][C:5]([O:12][C:13]2[CH:18]=[CH:17][CH:16]=[CH:15][CH:14]=2)=[C:6]([CH:11]=1)[C:7]([O:9][CH3:10])=[O:8].[C:19]1([N:25]=[C:26]=[O:27])[CH:24]=[CH:23][CH:22]=[CH:21][CH:20]=1. Product: [NH:25]([C:26]([NH:1][C:2]1[CH:3]=[CH:4][C:5]([O:12][C:13]2[CH:18]=[CH:17][CH:16]=[CH:15][CH:14]=2)=[C:6]([CH:11]=1)[C:7]([O:9][CH3:10])=[O:8])=[O:27])[C:19]1[CH:24]=[CH:23][CH:22]=[CH:21][CH:20]=1. The catalyst class is: 1. (4) Reactant: [CH3:1][NH:2][C:3]([C:5]1[C:6]([CH3:16])=[N:7][O:8][C:9]=1[C:10]1[CH:15]=[CH:14][CH:13]=[CH:12][CH:11]=1)=[O:4].C([Li])CCC.[C:22](#N)[C:23]1[CH:28]=[CH:27][CH:26]=[CH:25][CH:24]=1. Product: [CH3:1][N:2]1[C:22]([C:23]2[CH:28]=[CH:27][CH:26]=[CH:25][CH:24]=2)=[CH:16][C:6]2=[N:7][O:8][C:9]([C:10]3[CH:15]=[CH:14][CH:13]=[CH:12][CH:11]=3)=[C:5]2[C:3]1=[O:4]. The catalyst class is: 1. (5) Reactant: [CH2:1]([O:3][C:4]1[CH:33]=[CH:32][C:7]([C:8]([NH:10][CH2:11][CH2:12][NH:13][C:14]([C:16]2[C:17]([C:28]([F:31])([F:30])[F:29])=[N:18][N:19]([C:21]3[CH:26]=[CH:25][CH:24]=[CH:23][C:22]=3[OH:27])[CH:20]=2)=[O:15])=[O:9])=[CH:6][CH:5]=1)[CH3:2].C(=O)([O-])[O-].[K+].[K+].Br[CH2:41][C:42]([O:44][CH2:45][CH3:46])=[O:43]. Product: [CH2:1]([O:3][C:4]1[CH:5]=[CH:6][C:7]([C:8]([NH:10][CH2:11][CH2:12][NH:13][C:14]([C:16]2[C:17]([C:28]([F:29])([F:30])[F:31])=[N:18][N:19]([C:21]3[CH:26]=[CH:25][CH:24]=[CH:23][C:22]=3[O:27][CH2:41][C:42]([O:44][CH2:45][CH3:46])=[O:43])[CH:20]=2)=[O:15])=[O:9])=[CH:32][CH:33]=1)[CH3:2]. The catalyst class is: 3.